From a dataset of HIV replication inhibition screening data with 41,000+ compounds from the AIDS Antiviral Screen. Binary Classification. Given a drug SMILES string, predict its activity (active/inactive) in a high-throughput screening assay against a specified biological target. The compound is c1ccc(CCC[PH](c2ccccc2)(c2ccccc2)c2ccccc2)cc1. The result is 0 (inactive).